Dataset: In vitro SARS-CoV-2 activity screen of 1,480 approved drugs from Prestwick library. Task: Binary Classification. Given a drug SMILES string, predict its activity (active/inactive) in a high-throughput screening assay against a specified biological target. (1) The compound is C[C@@H]1CCO[C@H]2Cn3cc(C(=O)NCc4ccc(F)cc4F)c(=O)c(O)c3C(=O)N21. The result is 1 (active). (2) The drug is NS(=O)(=O)c1cc(Cl)c(Cl)c(S(N)(=O)=O)c1. The result is 0 (inactive). (3) The drug is Cc1cc(-c2ccccc2)nnc1NCCN1CCOCC1.Cl.Cl. The result is 0 (inactive). (4) The drug is C=CCN1CCCC1CNC(=O)c1cc2[nH]nnc2cc1OC.Cl. The result is 0 (inactive). (5) The molecule is CCCCC(O)c1ccccc1. The result is 0 (inactive). (6) The molecule is OC[C@H]1O[C@@H](c2ccc(Cl)c(Cc3ccc(O[C@H]4CCOC4)cc3)c2)[C@H](O)[C@@H](O)[C@@H]1O. The result is 0 (inactive). (7) The molecule is CCN(CC)CCNC(=O)c1cc(Br)c(N)cc1OC. The result is 0 (inactive). (8) The molecule is Nc1ccn([C@@H]2O[C@H](CO)[C@@H](O)[C@@H]2O)c(=O)n1. The result is 0 (inactive). (9) The compound is CC(=O)OC1CN2CCC1CC2.Cl. The result is 0 (inactive).